Task: Predict the reactants needed to synthesize the given product.. Dataset: Full USPTO retrosynthesis dataset with 1.9M reactions from patents (1976-2016) Given the product [C:13]1([C:6]2([C:7]3[CH:12]=[CH:11][CH:10]=[CH:9][CH:8]=3)[CH2:5][CH2:4][N:3]([CH2:19][C:20]3[O:21][N:50]=[C:49]([C:52]4[CH:57]=[N:56][CH:55]=[CH:54][N:53]=4)[N:48]=3)[C:2]2=[O:1])[CH:14]=[CH:15][CH:16]=[CH:17][CH:18]=1, predict the reactants needed to synthesize it. The reactants are: [O:1]=[C:2]1[C:6]([C:13]2[CH:18]=[CH:17][CH:16]=[CH:15][CH:14]=2)([C:7]2[CH:12]=[CH:11][CH:10]=[CH:9][CH:8]=2)[CH2:5][CH2:4][N:3]1[CH2:19][C:20](O)=[O:21].FC1C=CC(C2(C3C=CC(F)=CC=3)CCN(CC(O)=O)C2=O)=CC=1.O[NH:48]/[C:49](/[C:52]1[CH:57]=[N:56][CH:55]=[CH:54][N:53]=1)=[N:50]\[H].ON/C(=N\[H])/C1C=CC(C(F)(F)F)=CC=1.